This data is from NCI-60 drug combinations with 297,098 pairs across 59 cell lines. The task is: Regression. Given two drug SMILES strings and cell line genomic features, predict the synergy score measuring deviation from expected non-interaction effect. (1) Drug 1: C1=NC2=C(N1)C(=S)N=C(N2)N. Drug 2: CC1=C(C(CCC1)(C)C)C=CC(=CC=CC(=CC(=O)O)C)C. Cell line: ACHN. Synergy scores: CSS=52.1, Synergy_ZIP=-0.430, Synergy_Bliss=-0.319, Synergy_Loewe=5.40, Synergy_HSA=6.87. (2) Synergy scores: CSS=0.895, Synergy_ZIP=1.74, Synergy_Bliss=2.27, Synergy_Loewe=-0.980, Synergy_HSA=-0.693. Drug 1: CC1=CC2C(CCC3(C2CCC3(C(=O)C)OC(=O)C)C)C4(C1=CC(=O)CC4)C. Cell line: HT29. Drug 2: COCCOC1=C(C=C2C(=C1)C(=NC=N2)NC3=CC=CC(=C3)C#C)OCCOC.Cl. (3) Drug 1: CS(=O)(=O)C1=CC(=C(C=C1)C(=O)NC2=CC(=C(C=C2)Cl)C3=CC=CC=N3)Cl. Drug 2: COC1=C2C(=CC3=C1OC=C3)C=CC(=O)O2. Cell line: SF-295. Synergy scores: CSS=2.94, Synergy_ZIP=-1.10, Synergy_Bliss=-2.37, Synergy_Loewe=-2.66, Synergy_HSA=-2.31. (4) Drug 1: C1=C(C(=O)NC(=O)N1)F. Drug 2: C1=NC(=NC(=O)N1C2C(C(C(O2)CO)O)O)N. Cell line: HL-60(TB). Synergy scores: CSS=37.9, Synergy_ZIP=-24.7, Synergy_Bliss=-33.7, Synergy_Loewe=-30.6, Synergy_HSA=-30.3. (5) Drug 1: CC1=C(C(CCC1)(C)C)C=CC(=CC=CC(=CC(=O)O)C)C. Drug 2: C(CCl)NC(=O)N(CCCl)N=O. Cell line: T-47D. Synergy scores: CSS=25.8, Synergy_ZIP=0.530, Synergy_Bliss=1.63, Synergy_Loewe=-4.63, Synergy_HSA=2.92.